From a dataset of Reaction yield outcomes from USPTO patents with 853,638 reactions. Predict the reaction yield, written as a fraction of the theoretical maximum amount of product (1.0 means a 100% yield; for example, 0.34 means a 34% yield). (1) The product is [CH:28]([C:2]1[C:11]2[C:6](=[CH:7][CH:8]=[CH:9][CH:10]=2)[C:5]([NH:12][C:13](=[O:19])[O:14][C:15]([CH3:18])([CH3:17])[CH3:16])=[CH:4][CH:3]=1)=[O:29]. The reactants are Br[C:2]1[C:11]2[C:6](=[CH:7][CH:8]=[CH:9][CH:10]=2)[C:5]([NH:12][C:13](=[O:19])[O:14][C:15]([CH3:18])([CH3:17])[CH3:16])=[CH:4][CH:3]=1.[Li]CCCC.CN([CH:28]=[O:29])C.O. The yield is 0.870. The catalyst is C1COCC1. (2) The reactants are [Cl:1][C:2]1[CH:21]=[CH:20][C:5]([O:6][C:7]2[C:16]3[C:11](=[CH:12][C:13]([OH:19])=[C:14]([O:17][CH3:18])[CH:15]=3)[N:10]=[CH:9][N:8]=2)=[C:4]([F:22])[CH:3]=1.C(=O)([O-])[O-].[K+].[K+].Cl.Cl[CH2:31][C:32]1[CH:37]=[CH:36][N:35]=[CH:34][CH:33]=1. The catalyst is CN(C=O)C. The product is [Cl:1][C:2]1[CH:21]=[CH:20][C:5]([O:6][C:7]2[C:16]3[C:11](=[CH:12][C:13]([O:19][CH2:31][C:32]4[CH:37]=[CH:36][N:35]=[CH:34][CH:33]=4)=[C:14]([O:17][CH3:18])[CH:15]=3)[N:10]=[CH:9][N:8]=2)=[C:4]([F:22])[CH:3]=1. The yield is 0.800. (3) The reactants are [Br:1][C:2]1[N:7]=[CH:6][C:5]([CH:8]([C:10]2[CH:15]=[CH:14][C:13]([Cl:16])=[CH:12][C:11]=2[Cl:17])O)=[CH:4][CH:3]=1.C(N(CC)CC)C.S(Cl)([Cl:27])=O. The catalyst is C1CCCCC1. The product is [Br:1][C:2]1[N:7]=[CH:6][C:5]([CH:8]([Cl:27])[C:10]2[CH:15]=[CH:14][C:13]([Cl:16])=[CH:12][C:11]=2[Cl:17])=[CH:4][CH:3]=1. The yield is 0.960. (4) The reactants are Br[C:2]1[CH:7]=[CH:6][C:5]([C:8]([F:11])([F:10])[F:9])=[CH:4][CH:3]=1.[Mg].II.[C:15]([C:17]1[CH:22]=[CH:21][C:20]([OH:23])=[CH:19][N:18]=1)#N.S(=O)(=O)(O)[OH:25]. The catalyst is C1COCC1. The product is [OH:23][C:20]1[CH:21]=[CH:22][C:17]([C:15]([C:2]2[CH:7]=[CH:6][C:5]([C:8]([F:11])([F:10])[F:9])=[CH:4][CH:3]=2)=[O:25])=[N:18][CH:19]=1. The yield is 0.660. (5) The reactants are C(OC(=O)[NH:7][C:8]1[C:17]2[C:12](=[CH:13][CH:14]=[CH:15][CH:16]=2)[C:11]([C:18]2[O:22][CH:21]=[N:20][CH:19]=2)=[CH:10][CH:9]=1)(C)(C)C. The catalyst is FC(F)(F)C(O)=O. The product is [O:22]1[C:18]([C:11]2[C:12]3[C:17](=[CH:16][CH:15]=[CH:14][CH:13]=3)[C:8]([NH2:7])=[CH:9][CH:10]=2)=[CH:19][N:20]=[CH:21]1. The yield is 0.990.